Regression. Given a peptide amino acid sequence and an MHC pseudo amino acid sequence, predict their binding affinity value. This is MHC class I binding data. From a dataset of Peptide-MHC class I binding affinity with 185,985 pairs from IEDB/IMGT. (1) The peptide sequence is VMLLDIDYF. The MHC is HLA-B07:02 with pseudo-sequence HLA-B07:02. The binding affinity (normalized) is 0.0749. (2) The peptide sequence is QTYDWTLNR. The MHC is HLA-A02:01 with pseudo-sequence HLA-A02:01. The binding affinity (normalized) is 0.0847. (3) The peptide sequence is KMNWFLNWV. The MHC is Mamu-B6601 with pseudo-sequence Mamu-B6601. The binding affinity (normalized) is 0.630. (4) The binding affinity (normalized) is 0.794. The MHC is HLA-B40:02 with pseudo-sequence HLA-B40:02. The peptide sequence is KELYPLTSL. (5) The peptide sequence is IFRRDQIWF. The MHC is HLA-A26:01 with pseudo-sequence HLA-A26:01. The binding affinity (normalized) is 0.0847.